From a dataset of Full USPTO retrosynthesis dataset with 1.9M reactions from patents (1976-2016). Predict the reactants needed to synthesize the given product. (1) The reactants are: [Cl:1][C:2]1[CH:7]=[CH:6][C:5]([C:8]2[N:12]([CH2:13][CH:14]3[CH2:19][CH2:18][CH2:17][CH2:16][CH2:15]3)[C:11]3[CH:20]=[C:21]([F:25])[C:22]([F:24])=[CH:23][C:10]=3[N:9]=2)=[C:4]([O:26]C)[CH:3]=1.B(Br)(Br)Br. Given the product [Cl:1][C:2]1[CH:7]=[CH:6][C:5]([C:8]2[N:12]([CH2:13][CH:14]3[CH2:15][CH2:16][CH2:17][CH2:18][CH2:19]3)[C:11]3[CH:20]=[C:21]([F:25])[C:22]([F:24])=[CH:23][C:10]=3[N:9]=2)=[C:4]([OH:26])[CH:3]=1, predict the reactants needed to synthesize it. (2) Given the product [OH:34][C@H:31]([CH2:32][OH:33])[CH2:30][NH:29][C:26]([C:19]1[CH:20]=[CH:21][C:22]2[C@@H:23]3[C@H:14]([C@H:11]4[C@@:9]([CH2:25][CH2:24]3)([CH3:10])[C:8]([C:4]3[CH:5]=[N:6][CH:7]=[C:2]([F:1])[CH:3]=3)=[CH:13][CH2:12]4)[CH2:15][CH2:16][C:17]=2[CH:18]=1)=[O:28], predict the reactants needed to synthesize it. The reactants are: [F:1][C:2]1[CH:3]=[C:4]([C:8]2[C@:9]3([CH2:25][CH2:24][C@H:23]4[C@@H:14]([CH2:15][CH2:16][C:17]5[CH:18]=[C:19]([C:26]([OH:28])=O)[CH:20]=[CH:21][C:22]=54)[C@@H:11]3[CH2:12][CH:13]=2)[CH3:10])[CH:5]=[N:6][CH:7]=1.[NH2:29][CH2:30][C@H:31]([OH:34])[CH2:32][OH:33]. (3) Given the product [CH3:1][O:2][C:3]1[C:4](=[O:24])[C:5]([CH3:23])=[C:6]([CH2:12][C:13]2[CH:14]=[C:15]([CH2:19][C:20]([N:25]3[CH2:30][CH2:29][O:28][CH2:27][CH2:26]3)=[O:21])[CH:16]=[CH:17][CH:18]=2)[C:7](=[O:11])[C:8]=1[O:9][CH3:10], predict the reactants needed to synthesize it. The reactants are: [CH3:1][O:2][C:3]1[C:4](=[O:24])[C:5]([CH3:23])=[C:6]([CH2:12][C:13]2[CH:14]=[C:15]([CH2:19][C:20](O)=[O:21])[CH:16]=[CH:17][CH:18]=2)[C:7](=[O:11])[C:8]=1[O:9][CH3:10].[NH:25]1[CH2:30][CH2:29][O:28][CH2:27][CH2:26]1. (4) Given the product [Br:14][CH2:1][C:2]1[CH:6]=[CH:5][N:4]([C:7]([O:9][C:10]([CH3:13])([CH3:12])[CH3:11])=[O:8])[N:3]=1, predict the reactants needed to synthesize it. The reactants are: [CH3:1][C:2]1[CH:6]=[CH:5][N:4]([C:7]([O:9][C:10]([CH3:13])([CH3:12])[CH3:11])=[O:8])[N:3]=1.[Br:14]N1C(=O)CCC1=O.C(OOC(=O)C1C=CC=CC=1)(=O)C1C=CC=CC=1.CCCCCC. (5) Given the product [NH2:14][C:11]1[CH:12]=[C:13]2[C:8]([CH2:7][CH2:6][N:5]2[C:3](=[O:4])[C:2]([CH3:1])([OH:20])[CH3:19])=[CH:9][C:10]=1[O:17][CH3:18], predict the reactants needed to synthesize it. The reactants are: [CH3:1][C:2]([OH:20])([CH3:19])[C:3]([N:5]1[C:13]2[C:8](=[CH:9][C:10]([O:17][CH3:18])=[C:11]([N+:14]([O-])=O)[CH:12]=2)[CH2:7][CH2:6]1)=[O:4].N#N.